Dataset: Forward reaction prediction with 1.9M reactions from USPTO patents (1976-2016). Task: Predict the product of the given reaction. (1) Given the reactants [C:1]([C:3]1[CH:4]=[C:5]2[C:10](=[CH:11][C:12]=1F)[O:9][CH2:8][CH2:7][CH:6]2[C:14]([O:16][CH3:17])=[O:15])#[N:2].[OH:18][C:19]1[CH:31]=[CH:30][C:22]([C:23]([O:25][C:26]([CH3:29])([CH3:28])[CH3:27])=[O:24])=[CH:21][CH:20]=1.C(=O)([O-])[O-].[K+].[K+], predict the reaction product. The product is: [C:26]([O:25][C:23]([C:22]1[CH:21]=[CH:20][C:19]([O:18][C:12]2[CH:11]=[C:10]3[C:5]([CH:6]([C:14]([O:16][CH3:17])=[O:15])[CH2:7][CH2:8][O:9]3)=[CH:4][C:3]=2[C:1]#[N:2])=[CH:31][CH:30]=1)=[O:24])([CH3:29])([CH3:27])[CH3:28]. (2) Given the reactants [OH:1][C:2]1[CH:7]=[CH:6][CH:5]=[CH:4][C:3]=1[C:8](=[O:10])[CH3:9].N1CCCC1.[CH3:16][O:17][C:18]1[CH:32]=[CH:31][C:21]([C:22]([N:24]2[CH2:29][CH2:28][C:27](=O)[CH2:26][CH2:25]2)=[O:23])=[CH:20][C:19]=1[C:33]([F:36])([F:35])[F:34].Cl, predict the reaction product. The product is: [CH3:16][O:17][C:18]1[CH:32]=[CH:31][C:21]([C:22]([N:24]2[CH2:25][CH2:26][C:27]3([CH2:9][C:8](=[O:10])[C:3]4[C:2](=[CH:7][CH:6]=[CH:5][CH:4]=4)[O:1]3)[CH2:28][CH2:29]2)=[O:23])=[CH:20][C:19]=1[C:33]([F:36])([F:34])[F:35]. (3) The product is: [Cl:1][C:2]1[CH:3]=[C:4]2[C:8](=[CH:9][C:10]=1[Cl:11])[N:7]([CH2:24][C:23]([N:21]([CH3:22])[CH3:20])=[O:31])[CH:6]=[C:5]2[C:12](=[O:17])[C:13]([F:14])([F:15])[F:16]. Given the reactants [Cl:1][C:2]1[CH:3]=[C:4]2[C:8](=[CH:9][C:10]=1[Cl:11])[NH:7][CH:6]=[C:5]2[C:12](=[O:17])[C:13]([F:16])([F:15])[F:14].[H-].[Na+].[CH3:20][N:21]([CH2:23][C:24](Cl)=O)[CH3:22].CN(C=[O:31])C, predict the reaction product. (4) Given the reactants [Cl:1][C@@H:2]([C@@H:6]([CH3:9])[CH2:7][CH3:8])[C:3](O)=[O:4].C(Cl)(=O)C([Cl:13])=O, predict the reaction product. The product is: [Cl:1][C@@H:2]([C@@H:6]([CH3:9])[CH2:7][CH3:8])[C:3]([Cl:13])=[O:4]. (5) Given the reactants [OH:1][C:2]1[CH:3]=[C:4]([CH2:8][CH2:9][C:10]([OH:12])=[O:11])[CH:5]=[CH:6][CH:7]=1.[C:13](=O)([O-])O.[K+].CI, predict the reaction product. The product is: [OH:1][C:2]1[CH:3]=[C:4]([CH2:8][CH2:9][C:10]([O:12][CH3:13])=[O:11])[CH:5]=[CH:6][CH:7]=1. (6) Given the reactants [Cl:1][C:2]1[CH:7]=[CH:6][C:5]([CH2:8][C:9]2[C:18]3[C:13](=[CH:14][CH:15]=[CH:16][CH:17]=3)[C:12](=[O:19])[N:11]([CH2:20][CH2:21][NH:22][CH2:23][CH2:24][C:25]3[CH:30]=[CH:29][C:28]([O:31][CH2:32][CH2:33][CH2:34][N:35]4[CH2:41][CH2:40][CH2:39][CH2:38][CH2:37][CH2:36]4)=[CH:27][CH:26]=3)[N:10]=2)=[CH:4][CH:3]=1.[CH2:42]=O, predict the reaction product. The product is: [Cl:1][C:2]1[CH:7]=[CH:6][C:5]([CH2:8][C:9]2[C:18]3[C:13](=[CH:14][CH:15]=[CH:16][CH:17]=3)[C:12](=[O:19])[N:11]([CH2:20][CH2:21][N:22]([CH2:23][CH2:24][C:25]3[CH:26]=[CH:27][C:28]([O:31][CH2:32][CH2:33][CH2:34][N:35]4[CH2:36][CH2:37][CH2:38][CH2:39][CH2:40][CH2:41]4)=[CH:29][CH:30]=3)[CH3:42])[N:10]=2)=[CH:4][CH:3]=1. (7) The product is: [Na+:16].[F:14][C:11]([F:12])([F:13])[C:9]1[N:10]=[C:6]([C:4]([O-:5])=[O:3])[NH:7][CH:8]=1. Given the reactants C([O:3][C:4]([C:6]1[NH:7][CH:8]=[C:9]([C:11]([F:14])([F:13])[F:12])[N:10]=1)=[O:5])C.[OH-].[Na+:16], predict the reaction product. (8) Given the reactants [Cl:1][C:2]1[CH:3]=[CH:4][C:5]([NH:12][C:13]2[CH:14]=[C:15]3[C:20](=[CH:21][CH:22]=2)[NH:19][C:18](=[O:23])[CH:17]=[CH:16]3)=[C:6]([CH:11]=1)[C:7]([O:9][CH3:10])=[O:8].C(=O)([O-])[O-].[K+].[K+].[CH2:30](Br)[C:31]1[CH:36]=[CH:35][CH:34]=[CH:33][CH:32]=1.Cl, predict the reaction product. The product is: [CH2:30]([N:19]1[C:20]2[C:15](=[CH:14][C:13]([NH:12][C:5]3[CH:4]=[CH:3][C:2]([Cl:1])=[CH:11][C:6]=3[C:7]([O:9][CH3:10])=[O:8])=[CH:22][CH:21]=2)[CH:16]=[CH:17][C:18]1=[O:23])[C:31]1[CH:36]=[CH:35][CH:34]=[CH:33][CH:32]=1. (9) Given the reactants [CH3:1][O:2][C:3]1[CH:4]=[C:5]2[C:9](=[CH:10][CH:11]=1)[C:8]1([N:16]3[CH:17]=[N:18][CH:19]=[C:15]3[CH2:14][CH2:13][CH2:12]1)[CH2:7][CH2:6]2.[OH:20]I1(=O)C2C=CC=CC=2C(=O)O1, predict the reaction product. The product is: [CH3:1][O:2][C:3]1[CH:4]=[C:5]2[C:9](=[CH:10][CH:11]=1)[C:8]1([N:16]3[CH:17]=[N:18][CH:19]=[C:15]3[CH2:14][CH2:13][CH2:12]1)[CH2:7][C:6]2=[O:20].